This data is from Peptide-MHC class II binding affinity with 134,281 pairs from IEDB. The task is: Regression. Given a peptide amino acid sequence and an MHC pseudo amino acid sequence, predict their binding affinity value. This is MHC class II binding data. (1) The peptide sequence is AVQVTFTVQKGSDPKKLVLNIKYTRPGDSL. The MHC is HLA-DPA10301-DPB10402 with pseudo-sequence HLA-DPA10301-DPB10402. The binding affinity (normalized) is 0.284. (2) The peptide sequence is NRQLYPEWTEAQRLD. The MHC is DRB1_0301 with pseudo-sequence DRB1_0301. The binding affinity (normalized) is 0.0779. (3) The peptide sequence is GPTATFEAMYLGTCQ. The MHC is HLA-DQA10101-DQB10501 with pseudo-sequence HLA-DQA10101-DQB10501. The binding affinity (normalized) is 0.197. (4) The peptide sequence is MADNGTITVEELKQL. The MHC is DRB1_0101 with pseudo-sequence DRB1_0101. The binding affinity (normalized) is 0.524. (5) The peptide sequence is LVKYEGDTMAEVELR. The MHC is DRB1_0701 with pseudo-sequence DRB1_0701. The binding affinity (normalized) is 0.208. (6) The peptide sequence is YSDRGWGNGCGLFGK. The MHC is HLA-DQA10102-DQB10501 with pseudo-sequence HLA-DQA10102-DQB10501. The binding affinity (normalized) is 0. (7) The peptide sequence is ERKILRPRWIDARVYSDH. The MHC is DRB1_0301 with pseudo-sequence DRB1_0301. The binding affinity (normalized) is 0.238. (8) The peptide sequence is KFTVFEAAFNKAIKE. The MHC is HLA-DQA10102-DQB10502 with pseudo-sequence HLA-DQA10102-DQB10502. The binding affinity (normalized) is 0.185.